From a dataset of Peptide-MHC class I binding affinity with 185,985 pairs from IEDB/IMGT. Regression. Given a peptide amino acid sequence and an MHC pseudo amino acid sequence, predict their binding affinity value. This is MHC class I binding data. (1) The peptide sequence is GPEGPLGQL. The MHC is HLA-B51:01 with pseudo-sequence HLA-B51:01. The binding affinity (normalized) is 0.213. (2) The binding affinity (normalized) is 0. The MHC is HLA-B54:01 with pseudo-sequence HLA-B54:01. The peptide sequence is GPSHKARVL. (3) The peptide sequence is LANPTADDF. The MHC is HLA-A24:03 with pseudo-sequence HLA-A24:03. The binding affinity (normalized) is 0.0847. (4) The peptide sequence is YVYPDNLPR. The MHC is HLA-A02:01 with pseudo-sequence HLA-A02:01. The binding affinity (normalized) is 0.0847. (5) The peptide sequence is QRSTLERTSKASLER. The MHC is HLA-A01:01 with pseudo-sequence HLA-A01:01. The binding affinity (normalized) is 0. (6) The peptide sequence is GLKIEEIEK. The MHC is HLA-A03:01 with pseudo-sequence HLA-A03:01. The binding affinity (normalized) is 0.202. (7) The peptide sequence is FYRNISDPL. The MHC is HLA-C07:02 with pseudo-sequence HLA-C07:02. The binding affinity (normalized) is 0.659. (8) The peptide sequence is RKRSTMTLL. The MHC is HLA-B07:02 with pseudo-sequence HLA-B07:02. The binding affinity (normalized) is 0.531. (9) The peptide sequence is SFLPSDFF. The MHC is HLA-A24:02 with pseudo-sequence HLA-A24:02. The binding affinity (normalized) is 0.00377.